From a dataset of Full USPTO retrosynthesis dataset with 1.9M reactions from patents (1976-2016). Predict the reactants needed to synthesize the given product. (1) Given the product [Br:1][C:2]1[CH:3]=[C:4]([C:14]2[S:22][C:17]3=[CH:18][N:19]=[CH:20][CH:21]=[C:16]3[CH:15]=2)[C:5]([O:8][CH3:9])=[N:6][CH:7]=1, predict the reactants needed to synthesize it. The reactants are: [Br:1][C:2]1[CH:3]=[C:4](B(O)O)[C:5]([O:8][CH3:9])=[N:6][CH:7]=1.Br[C:14]1[S:22][C:17]2=[CH:18][N:19]=[CH:20][CH:21]=[C:16]2[CH:15]=1.[O-]P([O-])([O-])=O.[K+].[K+].[K+]. (2) Given the product [O:1]=[C:2]1[CH2:5][C:4]([C:6]([O:8][CH2:9][CH3:10])=[O:7])([C:11]([O:13][CH2:14][CH3:15])=[O:12])[CH2:3]1, predict the reactants needed to synthesize it. The reactants are: [OH:1][CH:2]1[CH2:5][C:4]([C:11]([O:13][CH2:14][CH3:15])=[O:12])([C:6]([O:8][CH2:9][CH3:10])=[O:7])[CH2:3]1.C1C=C[NH+]=CC=1.[O-][Cr](Cl)(=O)=O.